This data is from Forward reaction prediction with 1.9M reactions from USPTO patents (1976-2016). The task is: Predict the product of the given reaction. (1) Given the reactants Cl.[N+:2]([C:5]1[CH:6]=[C:7]([CH:10]=[CH:11][CH:12]=1)[CH2:8][NH2:9])([O-:4])=[O:3].[CH:13]1([S:16](Cl)(=[O:18])=[O:17])[CH2:15][CH2:14]1.C(N(CC)CC)C, predict the reaction product. The product is: [CH:13]1([S:16]([NH:9][CH2:8][C:7]2[CH:10]=[CH:11][CH:12]=[C:5]([N+:2]([O-:4])=[O:3])[CH:6]=2)(=[O:18])=[O:17])[CH2:15][CH2:14]1. (2) Given the reactants [CH3:1][S:2]([C:5]1[CH:6]=[C:7]([CH:17]=[C:18]([N+:20]([O-])=O)[CH:19]=1)[O:8][CH2:9][CH2:10][N:11]1[CH2:16][CH2:15][O:14][CH2:13][CH2:12]1)(=[O:4])=[O:3], predict the reaction product. The product is: [CH3:1][S:2]([C:5]1[CH:19]=[C:18]([CH:17]=[C:7]([O:8][CH2:9][CH2:10][N:11]2[CH2:12][CH2:13][O:14][CH2:15][CH2:16]2)[CH:6]=1)[NH2:20])(=[O:3])=[O:4]. (3) Given the reactants C([O:3][C:4](=[O:14])[C:5]#[C:6][C:7]1[CH:12]=[CH:11][C:10]([Cl:13])=[CH:9][CH:8]=1)C.FC(F)(F)C(O)=O.CO[CH2:24][N:25]([CH2:31][C:32]1[CH:37]=[CH:36][CH:35]=[CH:34][CH:33]=1)[CH2:26][Si](C)(C)C.[OH-].[Na+], predict the reaction product. The product is: [CH2:31]([N:25]1[CH2:26][C:6]([C:7]2[CH:8]=[CH:9][C:10]([Cl:13])=[CH:11][CH:12]=2)=[C:5]([C:4]([OH:3])=[O:14])[CH2:24]1)[C:32]1[CH:37]=[CH:36][CH:35]=[CH:34][CH:33]=1. (4) Given the reactants [Cl:1][C:2]1[CH:3]=[C:4]([C:12]2[N:16]=[C:15]([C:17]3[CH:22]=[CH:21][C:20]([C:23]4([CH:26]=O)[CH2:25][CH2:24]4)=[CH:19][CH:18]=3)[O:14][N:13]=2)[CH:5]=[CH:6][C:7]=1[O:8][CH:9]([CH3:11])[CH3:10].[NH2:28][CH2:29][CH2:30][C:31]([OH:33])=[O:32].C(O)(=O)C.C([BH3-])#N.[Na+], predict the reaction product. The product is: [Cl:1][C:2]1[CH:3]=[C:4]([C:12]2[N:16]=[C:15]([C:17]3[CH:18]=[CH:19][C:20]([C:23]4([CH2:26][NH:28][CH2:29][CH2:30][C:31]([OH:33])=[O:32])[CH2:25][CH2:24]4)=[CH:21][CH:22]=3)[O:14][N:13]=2)[CH:5]=[CH:6][C:7]=1[O:8][CH:9]([CH3:10])[CH3:11]. (5) The product is: [Br:11][C:4]1[N:3]=[C:2]([N:16]2[CH2:17][CH2:18][CH:13]([CH3:12])[CH2:14][CH2:15]2)[C:7]([N+:8]([O-:10])=[O:9])=[CH:6][CH:5]=1. Given the reactants Br[C:2]1[C:7]([N+:8]([O-:10])=[O:9])=[CH:6][CH:5]=[C:4]([Br:11])[N:3]=1.[CH3:12][CH:13]1[CH2:18][CH2:17][NH:16][CH2:15][CH2:14]1.C([O-])([O-])=O.[K+].[K+], predict the reaction product. (6) Given the reactants Br[C:2]1[C:7]2[S:8][C:9]([C:11]3[C:18]([Cl:19])=[CH:17][CH:16]=[CH:15][C:12]=3[C:13]#[N:14])=[N:10][C:6]=2[C:5]([F:20])=[CH:4][N:3]=1.[NH2:21][C:22]1[N:27]=[CH:26][N:25]=[C:24]([CH2:28][OH:29])[CH:23]=1.CC1(C)C2C(=C(P(C3C=CC=CC=3)C3C=CC=CC=3)C=CC=2)OC2C(P(C3C=CC=CC=3)C3C=CC=CC=3)=CC=CC1=2.C([O-])([O-])=O.[Cs+].[Cs+], predict the reaction product. The product is: [Cl:19][C:18]1[C:11]([C:9]2[S:8][C:7]3[C:2]([NH:21][C:22]4[CH:23]=[C:24]([CH2:28][OH:29])[N:25]=[CH:26][N:27]=4)=[N:3][CH:4]=[C:5]([F:20])[C:6]=3[N:10]=2)=[C:12]([CH:15]=[CH:16][CH:17]=1)[C:13]#[N:14]. (7) Given the reactants [CH3:1][O:2][C:3](=[O:26])[C:4]1[CH:9]=[C:8]([NH:10][C:11](=[O:13])[CH3:12])[CH:7]=[C:6]([NH:14]C(=O)C)[C:5]=1[C:18]#[C:19][C:20]1[CH:25]=[CH:24][CH:23]=[CH:22][CH:21]=1.S(=O)(=O)(O)O.C(OCC)(=O)C, predict the reaction product. The product is: [CH3:1][O:2][C:3]([C:4]1[C:5]2[CH:18]=[C:19]([C:20]3[CH:25]=[CH:24][CH:23]=[CH:22][CH:21]=3)[NH:14][C:6]=2[CH:7]=[C:8]([NH:10][C:11](=[O:13])[CH3:12])[CH:9]=1)=[O:26].